This data is from Forward reaction prediction with 1.9M reactions from USPTO patents (1976-2016). The task is: Predict the product of the given reaction. (1) Given the reactants [F:1][C:2]1[C:10]([O:11][CH3:12])=[CH:9][CH:8]=[CH:7][C:3]=1[CH:4]=[N:5]O, predict the reaction product. The product is: [F:1][C:2]1[C:10]([O:11][CH3:12])=[CH:9][CH:8]=[CH:7][C:3]=1[CH2:4][NH2:5]. (2) Given the reactants C(OC(N(C(OC(C)(C)C)=O)C1C(C(OC)=O)=C2C(C3C=COC=3CO2)=CC=1)=O)(C)(C)C.[C:33]1([S:39]([CH2:42][C:43]2[C:48]([C:49]([O:51][CH3:52])=[O:50])=[C:47]([OH:53])[C:46]([C:54]3[CH:58]=[CH:57][O:56][C:55]=3[CH2:59][CH2:60]O)=[CH:45][CH:44]=2)(=[O:41])=[O:40])[CH:38]=[CH:37][CH:36]=[CH:35][CH:34]=1, predict the reaction product. The product is: [C:33]1([S:39]([CH2:42][C:43]2[CH:44]=[CH:45][C:46]3[C:54]4[CH:58]=[CH:57][O:56][C:55]=4[CH2:59][CH2:60][O:53][C:47]=3[C:48]=2[C:49]([O:51][CH3:52])=[O:50])(=[O:41])=[O:40])[CH:38]=[CH:37][CH:36]=[CH:35][CH:34]=1. (3) Given the reactants C[O:2][C:3]([C:5]1[CH:14]=[C:13]([O:15][CH2:16][C:17]([O:19]CC)=[O:18])[C:12]2[C:7](=[CH:8][C:9]([Cl:23])=[CH:10][C:11]=2[Cl:22])[CH:6]=1)=[O:4].[Li+].[OH-].Cl, predict the reaction product. The product is: [C:17]([CH2:16][O:15][C:13]1[C:12]2[C:7](=[CH:8][C:9]([Cl:23])=[CH:10][C:11]=2[Cl:22])[CH:6]=[C:5]([C:3]([OH:4])=[O:2])[CH:14]=1)([OH:19])=[O:18]. (4) Given the reactants [NH2:1][C:2]1[N:7]=[C:6]([C:8]2[O:9][C:10](Br)=[CH:11][CH:12]=2)[C:5]([C:14]#[N:15])=[C:4]([S:16][CH3:17])[N:3]=1.[CH2:18]([O:20][C:21]([Sn](CCCC)(CCCC)CCCC)=[CH2:22])[CH3:19], predict the reaction product. The product is: [NH2:1][C:2]1[N:7]=[C:6]([C:8]2[O:9][C:10]([C:18]([O:20][CH2:21][CH3:22])=[CH2:19])=[CH:11][CH:12]=2)[C:5]([C:14]#[N:15])=[C:4]([S:16][CH3:17])[N:3]=1. (5) Given the reactants [Br:1][C:2]1[CH:7]=[CH:6][C:5]([CH:8]([OH:22])[CH2:9][CH2:10][CH:11]([C:13]2[CH:18]=[CH:17][C:16]([N+:19]([O-:21])=[O:20])=[CH:15][CH:14]=2)[OH:12])=[CH:4][CH:3]=1.C(N(CC)CC)C.[CH3:30][S:31](Cl)(=[O:33])=[O:32], predict the reaction product. The product is: [CH3:30][S:31]([O:22][CH:8]([C:5]1[CH:4]=[CH:3][C:2]([Br:1])=[CH:7][CH:6]=1)[CH2:9][CH2:10][CH:11]([O:12][S:31]([CH3:30])(=[O:33])=[O:32])[C:13]1[CH:18]=[CH:17][C:16]([N+:19]([O-:21])=[O:20])=[CH:15][CH:14]=1)(=[O:33])=[O:32]. (6) Given the reactants P(Cl)(Cl)(Cl)=O.[NH:6]1C=NC=N1.[C:11]([O:19][CH2:20][C@H:21]1[S:25][CH2:24][C@@H:23]([N:26]2[CH:31]=[CH:30][C:29](=O)[NH:28][C:27]2=[O:33])[O:22]1)(=[O:18])[C:12]1[CH:17]=[CH:16][CH:15]=[CH:14][CH:13]=1.N, predict the reaction product. The product is: [NH2:6][C:29]1[CH:30]=[CH:31][N:26]([C@H:23]2[O:22][C@@H:21]([CH2:20][O:19][C:11](=[O:18])[C:12]3[CH:17]=[CH:16][CH:15]=[CH:14][CH:13]=3)[S:25][CH2:24]2)[C:27](=[O:33])[N:28]=1. (7) Given the reactants [NH2:1][CH:2]([C:4]([OH:6])=[O:5])[CH3:3].C(N(CC)CC)C.C[Si](Cl)(C)C.[C:19](Cl)(=[O:25])[CH2:20][CH2:21][CH2:22][CH2:23][CH3:24], predict the reaction product. The product is: [C:19]([NH:1][CH:2]([CH3:3])[C:4]([OH:6])=[O:5])(=[O:25])[CH2:20][CH2:21][CH2:22][CH2:23][CH3:24].